Dataset: Full USPTO retrosynthesis dataset with 1.9M reactions from patents (1976-2016). Task: Predict the reactants needed to synthesize the given product. (1) Given the product [I:1][C:2]1[N:3]=[C:4]([CH2:10][O:11][CH3:12])[N:5]2[CH2:7][CH2:8][NH:9][CH:23]([CH2:22][CH2:21][C:18]3[CH:19]=[CH:20][C:15]([C:14]([F:13])([F:25])[F:26])=[CH:16][CH:17]=3)[C:6]=12, predict the reactants needed to synthesize it. The reactants are: [I:1][C:2]1[N:3]=[C:4]([CH2:10][O:11][CH3:12])[N:5]([CH2:7][CH2:8][NH2:9])[CH:6]=1.[F:13][C:14]([F:26])([F:25])[C:15]1[CH:20]=[CH:19][C:18]([CH2:21][CH2:22][CH:23]=O)=[CH:17][CH:16]=1. (2) Given the product [C:15]([O:14][C:12]([N:9]1[CH2:10][CH2:11][C:6]2([C:4](=[O:3])[N:21]([C:22]3[CH:27]=[N:26][C:25]([Cl:28])=[N:24][CH:23]=3)[CH2:20][CH2:19]2)[CH2:7][CH2:8]1)=[O:13])([CH3:17])([CH3:18])[CH3:16], predict the reactants needed to synthesize it. The reactants are: C([O:3][C:4]([C:6]1([CH2:19][CH2:20][NH:21][C:22]2[CH:23]=[N:24][C:25]([Cl:28])=[N:26][CH:27]=2)[CH2:11][CH2:10][N:9]([C:12]([O:14][C:15]([CH3:18])([CH3:17])[CH3:16])=[O:13])[CH2:8][CH2:7]1)=O)C.CC(C)([O-])C.[K+]. (3) Given the product [NH2:1][C:4]1[S:5][C:6]([C:12]2[CH:17]=[CH:16][C:15]([C:18]3[N:19]=[N:20][N:21]([CH2:23][O:24][CH2:25][CH2:26][Si:27]([CH3:30])([CH3:29])[CH3:28])[CH:22]=3)=[CH:14][CH:13]=2)=[CH:7][C:8]=1[C:9]([NH2:11])=[O:10], predict the reactants needed to synthesize it. The reactants are: [N+:1]([C:4]1[S:5][C:6]([C:12]2[CH:17]=[CH:16][C:15]([C:18]3[N:19]=[N:20][N:21]([CH2:23][O:24][CH2:25][CH2:26][Si:27]([CH3:30])([CH3:29])[CH3:28])[CH:22]=3)=[CH:14][CH:13]=2)=[CH:7][C:8]=1[C:9]([NH2:11])=[O:10])([O-])=O. (4) The reactants are: Cl.Cl[C:3]1[N:16]2[C:7](=[N:8][C:9]3[C:14]([C:15]2=[O:17])=[C:13]([F:18])[CH:12]=[CH:11][CH:10]=3)[C:6]2[CH:19]=[CH:20][N:21](S(C3C=CC(C)=CC=3)(=O)=O)[C:5]=2[N:4]=1.[NH2:32][C:33]1[C:34]([O:48][CH3:49])=[CH:35][C:36]([CH3:47])=[C:37]([N:39]([CH3:46])[C:40](=[O:45])[CH2:41][N:42]([CH3:44])[CH3:43])[CH:38]=1.[OH-].[NH4+:51]. Given the product [CH3:43][N:42]([CH3:44])[CH2:41][C:40]([N:39]([CH3:46])[C:37]1[C:36]([CH3:47])=[CH:35][C:34]([O:48][CH3:49])=[C:33]([NH:32][C:3]2[NH:4][C:5]3=[N:21][CH:20]=[CH:19][C:6]3=[C:7]([NH:8][C:9]3[CH:10]=[CH:11][CH:12]=[C:13]([F:18])[C:14]=3[C:15]([NH2:51])=[O:17])[N:16]=2)[CH:38]=1)=[O:45], predict the reactants needed to synthesize it.